From a dataset of Peptide-MHC class I binding affinity with 185,985 pairs from IEDB/IMGT. Regression. Given a peptide amino acid sequence and an MHC pseudo amino acid sequence, predict their binding affinity value. This is MHC class I binding data. (1) The peptide sequence is HVIQNAFRK. The MHC is HLA-B14:02 with pseudo-sequence HLA-B14:02. The binding affinity (normalized) is 0.213. (2) The peptide sequence is HSDAVEDFL. The MHC is HLA-A23:01 with pseudo-sequence HLA-A23:01. The binding affinity (normalized) is 0.0847. (3) The peptide sequence is WLGARFLEF. The MHC is HLA-A24:03 with pseudo-sequence HLA-A24:03. The binding affinity (normalized) is 0.620. (4) The peptide sequence is YLINPNILY. The MHC is HLA-A03:01 with pseudo-sequence HLA-A03:01. The binding affinity (normalized) is 0.323. (5) The peptide sequence is FPYTGDPPY. The MHC is HLA-C04:01 with pseudo-sequence HLA-C04:01. The binding affinity (normalized) is 0.213. (6) The peptide sequence is IYTTNDNNY. The MHC is HLA-B15:01 with pseudo-sequence HLA-B15:01. The binding affinity (normalized) is 0.0847.